This data is from Forward reaction prediction with 1.9M reactions from USPTO patents (1976-2016). The task is: Predict the product of the given reaction. (1) Given the reactants [NH2:1][CH:2]1[CH2:6][N:5]([C:7]([O:9][C:10]([CH3:13])([CH3:12])[CH3:11])=[O:8])[CH2:4][C:3]1([F:15])[F:14].[CH3:16][S:17]([CH2:20][CH2:21][C:22](O)=[O:23])(=[O:19])=[O:18].CN1CCOCC1.C1C=CC2N(O)N=NC=2C=1.CCN=C=NCCCN(C)C.Cl, predict the reaction product. The product is: [F:14][C:3]1([F:15])[CH:2]([NH:1][C:22](=[O:23])[CH2:21][CH2:20][S:17]([CH3:16])(=[O:19])=[O:18])[CH2:6][N:5]([C:7]([O:9][C:10]([CH3:12])([CH3:11])[CH3:13])=[O:8])[CH2:4]1. (2) Given the reactants [CH:1]1[CH:2]=[CH:3][C:4]([CH2:7][CH2:8][CH2:9][CH2:10][CH2:11][CH2:12][C:13]([OH:15])=O)=[CH:5][CH:6]=1.F[P-](F)(F)(F)(F)F.N1(O[P+](N(C)C)(N(C)C)N(C)C)C2C=CC=CC=2N=N1.CCN(C(C)C)C(C)C.[NH2:52][CH:53]([CH2:59][CH2:60][C:61]1[CH:66]=[CH:65][CH:64]=[CH:63][CH:62]=1)[CH2:54][CH2:55][C:56]([OH:58])=[O:57], predict the reaction product. The product is: [C:61]1([CH2:60][CH2:59][CH:53]([NH:52][C:13](=[O:15])[CH2:12][CH2:11][CH2:10][CH2:9][CH2:8][CH2:7][C:4]2[CH:5]=[CH:6][CH:1]=[CH:2][CH:3]=2)[CH2:54][CH2:55][C:56]([OH:58])=[O:57])[CH:66]=[CH:65][CH:64]=[CH:63][CH:62]=1. (3) Given the reactants [CH2:1]([N:8]1[CH2:13][CH2:12][C:11](=[CH:14][C:15]([O:17]CC)=[O:16])[CH2:10][CH2:9]1)[C:2]1[CH:7]=[CH:6][CH:5]=[CH:4][CH:3]=1.[Li+].[OH-], predict the reaction product. The product is: [CH2:1]([N:8]1[CH2:9][CH2:10][C:11](=[CH:14][C:15]([OH:17])=[O:16])[CH2:12][CH2:13]1)[C:2]1[CH:3]=[CH:4][CH:5]=[CH:6][CH:7]=1. (4) Given the reactants [OH:1][C:2]1[C:10]([OH:11])=[CH:9][CH:8]=[CH:7][C:3]=1[C:4]([OH:6])=[O:5].[H-].[Na+].[CH3:14][O:15][C:16]1[CH:23]=[CH:22][C:19]([CH2:20]Br)=[CH:18][CH:17]=1.[OH-].[Na+].CN([CH:29]=[O:30])C, predict the reaction product. The product is: [CH3:14][O:15][C:16]1[CH:23]=[CH:22][C:19]([CH2:20][O:1][C:2]2[C:10]([O:11][CH2:4][C:3]3[CH:7]=[CH:8][C:9]([O:30][CH3:29])=[CH:10][CH:2]=3)=[CH:9][CH:8]=[CH:7][C:3]=2[C:4]([OH:6])=[O:5])=[CH:18][CH:17]=1.